From a dataset of Reaction yield outcomes from USPTO patents with 853,638 reactions. Predict the reaction yield, written as a fraction of the theoretical maximum amount of product (1.0 means a 100% yield; for example, 0.34 means a 34% yield). (1) The product is [Br:19][CH2:20][C:21]([C:12]1[CH:11]=[C:10]2[C:15](=[CH:14][CH:13]=1)[N:6]([CH3:5])[C:7](=[O:18])[CH2:8][C:9]2([CH3:16])[CH3:17])=[O:22]. The yield is 0.436. The reactants are [Al+3].[Cl-].[Cl-].[Cl-].[CH3:5][N:6]1[C:15]2[C:10](=[CH:11][CH:12]=[CH:13][CH:14]=2)[C:9]([CH3:17])([CH3:16])[CH2:8][C:7]1=[O:18].[Br:19][CH2:20][C:21](Br)=[O:22].O. The catalyst is C(=S)=S. (2) The reactants are [CH3:1][C@@H:2]1[CH2:7][CH2:6][NH:5][CH2:4][C@H:3]1[NH:8][P:9](=[O:16])([O:13][CH2:14][CH3:15])[O:10][CH2:11][CH3:12].[CH:17](=O)[C:18]1[CH:23]=[CH:22][CH:21]=[CH:20][CH:19]=1.C(O)(=O)C.[BH3-]C#N.[Na+]. The catalyst is CO. The product is [CH2:17]([N:5]1[CH2:6][CH2:7][C@@H:2]([CH3:1])[C@H:3]([NH:8][P:9](=[O:16])([O:13][CH2:14][CH3:15])[O:10][CH2:11][CH3:12])[CH2:4]1)[C:18]1[CH:23]=[CH:22][CH:21]=[CH:20][CH:19]=1. The yield is 0.990. (3) The catalyst is O. The yield is 0.680. The reactants are Br[CH2:2][CH2:3][CH2:4][O:5][CH:6]1[CH2:11][CH2:10][CH2:9][CH2:8][O:7]1.C(=O)([O-])[O-].[Cs+].[Cs+].CN(C)C(=O)C.[Cl:24][C:25]1[CH:26]=[C:27]([OH:32])[CH:28]=[N:29][C:30]=1[F:31]. The product is [Cl:24][C:25]1[C:30]([F:31])=[N:29][CH:28]=[C:27]([O:32][CH2:2][CH2:3][CH2:4][O:5][CH:6]2[CH2:11][CH2:10][CH2:9][CH2:8][O:7]2)[CH:26]=1. (4) The reactants are [F:1][C:2]([F:35])([F:34])[C:3]1[CH:4]=[C:5]([C:13]([CH3:33])([CH3:32])[C:14]([N:16]([C:18]2[CH:19]=[N:20][C:21](Cl)=[CH:22][C:23]=2[C:24]2[CH:29]=[CH:28][CH:27]=[CH:26][C:25]=2[Cl:30])[CH3:17])=[O:15])[CH:6]=[C:7]([C:9]([F:12])([F:11])[F:10])[CH:8]=1.[C:36]([NH:39][C@@H:40]1[CH2:44][NH:43][C@H:42]([CH2:45][OH:46])[CH2:41]1)(=[O:38])[CH3:37].CS(C)=O.CC#N. The catalyst is C(O)(C(F)(F)F)=O. The product is [C:36]([NH:39][C@@H:40]1[CH2:44][N:43]([C:21]2[N:20]=[CH:19][C:18]([N:16]([CH3:17])[C:14](=[O:15])[C:13]([C:5]3[CH:6]=[C:7]([C:9]([F:12])([F:11])[F:10])[CH:8]=[C:3]([C:2]([F:34])([F:1])[F:35])[CH:4]=3)([CH3:33])[CH3:32])=[C:23]([C:24]3[CH:29]=[CH:28][CH:27]=[CH:26][C:25]=3[Cl:30])[CH:22]=2)[C@H:42]([CH2:45][OH:46])[CH2:41]1)(=[O:38])[CH3:37]. The yield is 0.590.